This data is from Forward reaction prediction with 1.9M reactions from USPTO patents (1976-2016). The task is: Predict the product of the given reaction. (1) Given the reactants [Br:1][C:2]1[CH:21]=[CH:20][CH:19]=[CH:18][C:3]=1[CH2:4][N:5]1[C:10]2[N:11]=[C:12](SC)[N:13]=[CH:14][C:9]=2[CH:8]=[CH:7][C:6]1=[O:17].O[O:23][S:24]([O-:26])=O.[K+].[CH3:28]O, predict the reaction product. The product is: [Br:1][C:2]1[CH:21]=[CH:20][CH:19]=[CH:18][C:3]=1[CH2:4][N:5]1[C:10]2[N:11]=[C:12]([S:24]([CH3:28])(=[O:26])=[O:23])[N:13]=[CH:14][C:9]=2[CH:8]=[CH:7][C:6]1=[O:17]. (2) Given the reactants Br[C:2]1[CH:12]=[CH:11][C:5]([C:6]([O:8]CC)=[O:7])=[CH:4][C:3]=1[F:13].O.[CH:15]1(B(O)O)[CH2:17][CH2:16]1.P([O-])([O-])([O-])=O.[K+].[K+].[K+].C1(C)C=CC=CC=1, predict the reaction product. The product is: [CH:15]1([C:2]2[CH:12]=[CH:11][C:5]([C:6]([OH:8])=[O:7])=[CH:4][C:3]=2[F:13])[CH2:17][CH2:16]1. (3) Given the reactants C([SiH](CC)CC)C.FC(F)(F)C(O)=O.[C:15]1([C:21]2[C:33]([CH:34](O)[C:35]3[N:40]=[C:39]([C:41]([O:43][CH3:44])=[O:42])[CH:38]=[CH:37][CH:36]=3)=[C:24]3[CH:25]=[CH:26][C:27]([C:29]([F:32])([F:31])[F:30])=[CH:28][N:23]3[N:22]=2)[CH:20]=[CH:19][CH:18]=[CH:17][CH:16]=1.C(=O)(O)[O-].[Na+], predict the reaction product. The product is: [C:15]1([C:21]2[C:33]([CH2:34][C:35]3[N:40]=[C:39]([C:41]([O:43][CH3:44])=[O:42])[CH:38]=[CH:37][CH:36]=3)=[C:24]3[CH:25]=[CH:26][C:27]([C:29]([F:32])([F:30])[F:31])=[CH:28][N:23]3[N:22]=2)[CH:16]=[CH:17][CH:18]=[CH:19][CH:20]=1. (4) Given the reactants Cl.Cl.Cl.[NH2:4][CH:5]1[CH2:8][CH:7]([N:9]2[CH2:15][C:14]3=[C:16]([C:34]#[N:35])[C:17]([Cl:33])=[CH:18][C:19]([CH:20]([N:22]4[C:26]5=[N:27][CH:28]=[N:29][C:30]([NH2:31])=[C:25]5[C:24]([CH3:32])=[N:23]4)[CH3:21])=[C:13]3[O:12][CH:11]([CH3:36])[CH2:10]2)[CH2:6]1.C(N(CC)CC)C.[C:44](OC(=O)C)(=[O:46])[CH3:45], predict the reaction product. The product is: [NH2:31][C:30]1[N:29]=[CH:28][N:27]=[C:26]2[N:22]([CH:20]([C:19]3[C:13]4[O:12][CH:11]([CH3:36])[CH2:10][N:9]([CH:7]5[CH2:6][CH:5]([NH:4][C:44](=[O:46])[CH3:45])[CH2:8]5)[CH2:15][C:14]=4[C:16]([C:34]#[N:35])=[C:17]([Cl:33])[CH:18]=3)[CH3:21])[N:23]=[C:24]([CH3:32])[C:25]=12. (5) Given the reactants [S:1]1[C:5]([CH:6]=O)=[CH:4][CH:3]=[C:2]1[C:8]1[S:9][CH:10]=[CH:11][CH:12]=1.[C:13]1([NH:19][NH2:20])[CH:18]=[CH:17][CH:16]=[CH:15][CH:14]=1, predict the reaction product. The product is: [C:13]1([NH:19][N:20]=[CH:6][C:5]2[S:1][C:2]([C:8]3[S:9][CH:10]=[CH:11][CH:12]=3)=[CH:3][CH:4]=2)[CH:18]=[CH:17][CH:16]=[CH:15][CH:14]=1. (6) Given the reactants [N+:1]([C:4]1[CH:8]=[N:7][NH:6][C:5]=1[NH2:9])([O-:3])=[O:2].CN(C)[CH:12]=[CH:13][C:14]([C:16]1[CH:17]=[C:18]([N:22]([CH2:26][C:27]#[CH:28])[C:23](=[O:25])[CH3:24])[CH:19]=[CH:20][CH:21]=1)=O.C(OCC)(=O)C, predict the reaction product. The product is: [N+:1]([C:4]1[CH:8]=[N:7][N:6]2[C:14]([C:16]3[CH:17]=[C:18]([N:22]([CH2:26][C:27]#[CH:28])[C:23](=[O:25])[CH3:24])[CH:19]=[CH:20][CH:21]=3)=[CH:13][CH:12]=[N:9][C:5]=12)([O-:3])=[O:2]. (7) Given the reactants [Br:1][C:2]1[CH:3]=[C:4]([C:15]([NH:17][CH2:18][C:19]2[C:20]([CH3:35])=[CH:21][C:22]([NH:27]C(=O)OC(C)(C)C)=[N:23][C:24]=2[O:25]C)=[O:16])[C:5]2[C:6]([CH3:14])=[CH:7][N:8]([CH:11]([CH3:13])[CH3:12])[C:9]=2[CH:10]=1.[Si](I)(C)(C)C, predict the reaction product. The product is: [NH2:27][C:22]1[NH:23][C:24](=[O:25])[C:19]([CH2:18][NH:17][C:15]([C:4]2[C:5]3[C:6]([CH3:14])=[CH:7][N:8]([CH:11]([CH3:12])[CH3:13])[C:9]=3[CH:10]=[C:2]([Br:1])[CH:3]=2)=[O:16])=[C:20]([CH3:35])[CH:21]=1.